Dataset: Full USPTO retrosynthesis dataset with 1.9M reactions from patents (1976-2016). Task: Predict the reactants needed to synthesize the given product. (1) Given the product [Li+:18].[Cl:1][C:2]1[CH:3]=[C:4]([NH:9][C:10]([CH3:17])([C:12]([O-:14])=[O:13])[CH3:11])[CH:5]=[CH:6][C:7]=1[Cl:8], predict the reactants needed to synthesize it. The reactants are: [Cl:1][C:2]1[CH:3]=[C:4]([NH:9][C:10]([CH3:17])([C:12]([O:14]CC)=[O:13])[CH3:11])[CH:5]=[CH:6][C:7]=1[Cl:8].[Li+:18].[OH-]. (2) Given the product [S:1]1[CH:5]=[CH:4][N:3]=[C:2]1[CH:17]([C:16]1[CH:19]=[CH:20][C:13]([S:12][CH3:11])=[CH:14][CH:15]=1)[OH:18], predict the reactants needed to synthesize it. The reactants are: [S:1]1[CH:5]=[CH:4][N:3]=[CH:2]1.C([Li])CCC.[CH3:11][S:12][C:13]1[CH:20]=[CH:19][C:16]([CH:17]=[O:18])=[CH:15][CH:14]=1. (3) Given the product [CH3:1][N:2]([CH:28]([CH3:30])[CH3:29])[C:3]1[C:4]([C:17]2[O:18][CH:19]=[CH:20][C:21]=2[C:22]2[CH:27]=[CH:26][CH:25]=[CH:24][CH:23]=2)=[N:5][C:6]2[C:11]([N:12]=1)=[CH:10][C:9]([C:13]([OH:15])=[O:14])=[CH:8][CH:7]=2, predict the reactants needed to synthesize it. The reactants are: [CH3:1][N:2]([CH:28]([CH3:30])[CH3:29])[C:3]1[C:4]([C:17]2[O:18][CH:19]=[CH:20][C:21]=2[C:22]2[CH:27]=[CH:26][CH:25]=[CH:24][CH:23]=2)=[N:5][C:6]2[C:11]([N:12]=1)=[CH:10][C:9]([C:13]([O:15]C)=[O:14])=[CH:8][CH:7]=2.[OH-].[Na+]. (4) Given the product [CH:22]1([C:20]([N:17]2[CH2:18][CH2:19][C@@H:15]([CH2:14][N:9]3[C:10](=[O:13])[NH:11][N:12]=[C:8]3[C:5]3[CH:6]=[CH:7][C:2]([C:53]4[CH:60]=[CH:59][C:56]([C:57]#[N:58])=[CH:55][C:54]=4[F:61])=[CH:3][C:4]=3[F:25])[CH2:16]2)=[O:21])[CH2:24][CH2:23]1, predict the reactants needed to synthesize it. The reactants are: Br[C:2]1[CH:7]=[CH:6][C:5]([C:8]2[N:9]([CH2:14][C@@H:15]3[CH2:19][CH2:18][N:17]([C:20]([CH:22]4[CH2:24][CH2:23]4)=[O:21])[CH2:16]3)[C:10](=[O:13])[NH:11][N:12]=2)=[C:4]([F:25])[CH:3]=1.C([O-])(=O)C.[K+].B1(B2OC(C)(C)C(C)(C)O2)OC(C)(C)C(C)(C)O1.B(O)O.Br[C:53]1[CH:60]=[CH:59][C:56]([C:57]#[N:58])=[CH:55][C:54]=1[F:61].C([O-])([O-])=O.[K+].[K+].Cl. (5) Given the product [N:3]1([S:9]([C:12]2[CH:13]=[CH:14][C:15]([O:22][CH2:23][C:24]3[CH:25]=[CH:26][CH:27]=[CH:28][CH:29]=3)=[C:16]([CH:21]=2)[C:17]([OH:19])=[O:18])(=[O:11])=[O:10])[CH2:4][CH2:5][O:6][CH2:7][CH2:8]1, predict the reactants needed to synthesize it. The reactants are: [Li+].[OH-].[N:3]1([S:9]([C:12]2[CH:13]=[CH:14][C:15]([O:22][CH2:23][C:24]3[CH:29]=[CH:28][CH:27]=[CH:26][CH:25]=3)=[C:16]([CH:21]=2)[C:17]([O:19]C)=[O:18])(=[O:11])=[O:10])[CH2:8][CH2:7][O:6][CH2:5][CH2:4]1.Cl.